This data is from Full USPTO retrosynthesis dataset with 1.9M reactions from patents (1976-2016). The task is: Predict the reactants needed to synthesize the given product. (1) The reactants are: [F:1][C:2]([F:43])([F:42])[C:3]1[CH:8]=[CH:7][C:6]([C:9]([F:12])([F:11])[F:10])=[CH:5][C:4]=1[C:13]1[N:17]([CH2:18][C@H:19]2[CH2:23][CH2:22][CH2:21][O:20]2)[C:16]([CH3:24])=[C:15]([C:25]([NH:27][CH:28]2[CH:33]3[C:34]([CH3:36])([CH3:35])[C:30]([CH3:37])([CH2:31][CH2:32]3)[CH:29]2[O:38]C(=O)C)=[O:26])[CH:14]=1.C([O-])([O-])=O.[K+].[K+]. Given the product [OH:38][CH:29]1[C:30]2([CH3:37])[C:34]([CH3:36])([CH3:35])[CH:33]([CH2:32][CH2:31]2)[CH:28]1[NH:27][C:25]([C:15]1[CH:14]=[C:13]([C:4]2[CH:5]=[C:6]([C:9]([F:10])([F:11])[F:12])[CH:7]=[CH:8][C:3]=2[C:2]([F:43])([F:1])[F:42])[N:17]([CH2:18][C@H:19]2[CH2:23][CH2:22][CH2:21][O:20]2)[C:16]=1[CH3:24])=[O:26], predict the reactants needed to synthesize it. (2) Given the product [CH2:1]([O:3][C:4](=[O:35])[C@@H:5]([NH:17][C:18]([O:20][CH2:21][CH:22]1[C:34]2[CH:33]=[CH:32][CH:31]=[CH:30][C:29]=2[C:28]2[C:23]1=[CH:24][CH:25]=[CH:26][CH:27]=2)=[O:19])[CH2:6][CH2:7][CH2:8][NH2:9])[CH3:2], predict the reactants needed to synthesize it. The reactants are: [CH2:1]([O:3][C:4](=[O:35])[C@@H:5]([NH:17][C:18]([O:20][CH2:21][CH:22]1[C:34]2[CH:33]=[CH:32][CH:31]=[CH:30][C:29]=2[C:28]2[C:23]1=[CH:24][CH:25]=[CH:26][CH:27]=2)=[O:19])[CH2:6][CH2:7][CH2:8][NH:9]C(OC(C)(C)C)=O)[CH3:2].Cl.O1CCOCC1. (3) The reactants are: [CH2:1]([C:3]([C:19]1[CH:20]=[C:21]([O:25][CH2:26][CH2:27][CH2:28][C:29](OCC)=[O:30])[CH:22]=[CH:23][CH:24]=1)=[C:4]([C:12]1[CH:17]=[CH:16][C:15]([OH:18])=[CH:14][CH:13]=1)[C:5]1[CH:10]=[CH:9][C:8]([OH:11])=[CH:7][CH:6]=1)[CH3:2].[H-].[H-].[H-].[H-].[Li+].[Al+3]. Given the product [OH:30][CH2:29][CH2:28][CH2:27][CH2:26][O:25][C:21]1[CH:20]=[C:19]([C:3]([CH2:1][CH3:2])=[C:4]([C:12]2[CH:13]=[CH:14][C:15]([OH:18])=[CH:16][CH:17]=2)[C:5]2[CH:10]=[CH:9][C:8]([OH:11])=[CH:7][CH:6]=2)[CH:24]=[CH:23][CH:22]=1, predict the reactants needed to synthesize it. (4) Given the product [C:1]([O:19][C:7]1([CH3:6])[CH:14]2[CH2:15][CH:10]3[CH2:11][C:12]([OH:17])([CH2:16][C:8]1([OH:18])[CH2:9]3)[CH2:13]2)(=[O:4])[CH:2]=[CH2:3], predict the reactants needed to synthesize it. The reactants are: [C:1](Cl)(=[O:4])[CH:2]=[CH2:3].[CH3:6][C:7]1([OH:19])[CH:14]2[CH2:15][CH:10]3[CH2:11][C:12]([OH:17])([CH2:16][C:8]1([OH:18])[CH2:9]3)[CH2:13]2.C(N(CC)CC)C.C1COCC1.